This data is from NCI-60 drug combinations with 297,098 pairs across 59 cell lines. The task is: Regression. Given two drug SMILES strings and cell line genomic features, predict the synergy score measuring deviation from expected non-interaction effect. (1) Drug 1: C1CC(=O)NC(=O)C1N2C(=O)C3=CC=CC=C3C2=O. Drug 2: COCCOC1=C(C=C2C(=C1)C(=NC=N2)NC3=CC=CC(=C3)C#C)OCCOC.Cl. Cell line: RXF 393. Synergy scores: CSS=-7.06, Synergy_ZIP=3.78, Synergy_Bliss=0.448, Synergy_Loewe=-8.38, Synergy_HSA=-7.23. (2) Drug 1: CC(C1=C(C=CC(=C1Cl)F)Cl)OC2=C(N=CC(=C2)C3=CN(N=C3)C4CCNCC4)N. Drug 2: CCC1(CC2CC(C3=C(CCN(C2)C1)C4=CC=CC=C4N3)(C5=C(C=C6C(=C5)C78CCN9C7C(C=CC9)(C(C(C8N6C=O)(C(=O)OC)O)OC(=O)C)CC)OC)C(=O)OC)O.OS(=O)(=O)O. Cell line: BT-549. Synergy scores: CSS=24.1, Synergy_ZIP=3.88, Synergy_Bliss=5.22, Synergy_Loewe=-42.7, Synergy_HSA=1.97. (3) Drug 1: C1=CC(=CC=C1C#N)C(C2=CC=C(C=C2)C#N)N3C=NC=N3. Drug 2: C1CC(=O)NC(=O)C1N2C(=O)C3=CC=CC=C3C2=O. Cell line: A549. Synergy scores: CSS=-3.71, Synergy_ZIP=0.577, Synergy_Bliss=-6.04, Synergy_Loewe=-5.19, Synergy_HSA=-8.96. (4) Drug 1: C1CCN(CC1)CCOC2=CC=C(C=C2)C(=O)C3=C(SC4=C3C=CC(=C4)O)C5=CC=C(C=C5)O. Drug 2: CC12CCC(CC1=CCC3C2CCC4(C3CC=C4C5=CN=CC=C5)C)O. Cell line: HOP-62. Synergy scores: CSS=0.300, Synergy_ZIP=-1.32, Synergy_Bliss=-2.33, Synergy_Loewe=-2.95, Synergy_HSA=-3.52. (5) Drug 1: CC1=C(C(=CC=C1)Cl)NC(=O)C2=CN=C(S2)NC3=CC(=NC(=N3)C)N4CCN(CC4)CCO. Drug 2: C1CNP(=O)(OC1)N(CCCl)CCCl. Cell line: DU-145. Synergy scores: CSS=-2.80, Synergy_ZIP=-0.0622, Synergy_Bliss=-3.05, Synergy_Loewe=-1.79, Synergy_HSA=-3.69. (6) Drug 1: CC1=CC=C(C=C1)C2=CC(=NN2C3=CC=C(C=C3)S(=O)(=O)N)C(F)(F)F. Drug 2: CC1=C(C(CCC1)(C)C)C=CC(=CC=CC(=CC(=O)O)C)C. Cell line: TK-10. Synergy scores: CSS=2.95, Synergy_ZIP=-3.86, Synergy_Bliss=-6.57, Synergy_Loewe=-0.430, Synergy_HSA=-3.57. (7) Drug 1: C1CCC(CC1)NC(=O)N(CCCl)N=O. Drug 2: COC1=C2C(=CC3=C1OC=C3)C=CC(=O)O2. Cell line: MALME-3M. Synergy scores: CSS=0.748, Synergy_ZIP=0.447, Synergy_Bliss=-0.746, Synergy_Loewe=-2.51, Synergy_HSA=-3.25.